This data is from Kinase inhibitor binding affinity data with 442 proteins and 68 drugs (Kd values). The task is: Regression. Given a target protein amino acid sequence and a drug SMILES string, predict the binding affinity score between them. We predict pKd (pKd = -log10(Kd in M); higher means stronger binding). Dataset: davis. (1) The small molecule is COc1cc(N2CCC(N3CCN(C)CC3)CC2)ccc1Nc1ncc(Cl)c(Nc2ccccc2S(=O)(=O)C(C)C)n1. The target protein (BMPR1B) has sequence MLLRSAGKLNVGTKKEDGESTAPTPRPKVLRCKCHHHCPEDSVNNICSTDGYCFTMIEEDDSGLPVVTSGCLGLEGSDFQCRDTPIPHQRRSIECCTERNECNKDLHPTLPPLKNRDFVDGPIHHRALLISVTVCSLLLVLIILFCYFRYKRQETRPRYSIGLEQDETYIPPGESLRDLIEQSQSSGSGSGLPLLVQRTIAKQIQMVKQIGKGRYGEVWMGKWRGEKVAVKVFFTTEEASWFRETEIYQTVLMRHENILGFIAADIKGTGSWTQLYLITDYHENGSLYDYLKSTTLDAKSMLKLAYSSVSGLCHLHTEIFSTQGKPAIAHRDLKSKNILVKKNGTCCIADLGLAVKFISDTNEVDIPPNTRVGTKRYMPPEVLDESLNRNHFQSYIMADMYSFGLILWEVARRCVSGGIVEEYQLPYHDLVPSDPSYEDMREIVCIKKLRPSFPNRWSSDECLRQMGKLMTECWAHNPASRLTALRVKKTLAKMSESQDI.... The pKd is 9.0. (2) The small molecule is Cc1ccc(F)c(NC(=O)Nc2ccc(-c3cccc4[nH]nc(N)c34)cc2)c1. The target protein (MAP4K5) has sequence MEAPLRPAADILRRNPQQDYELVQRVGSGTYGDVYKARNVHTGELAAVKIIKLEPGDDFSLIQQEIFMVKECKHCNIVAYFGSYLSREKLWICMEYCGGGSLQDIYHVTGPLSELQIAYVCRETLQGLAYLHTKGKMHRDIKGANILLTDHGDVKLADFGVAAKITATIAKRKSFIGTPYWMAPEVAAVEKNGGYNQLCDIWAVGITAIELGELQPPMFDLHPMRALFLMSKSNFQPPKLKDKTKWSSTFHNFVKIALTKNPKKRPTAERLLTHTFVAQPGLSRALAVELLDKVNNPDNHAHYTEADDDDFEPHAIIRHTIRSTNRNARAERTASEINFDKLQFEPPLRKETEARDEMGLSSDPNFMLQWNPFVDGANTGKSTSKRAIPPPLPPKPRISSYPEDNFPDEEKASTIKHCPDSESRAPQILRRQSSPSCGPVAETSSIGNGDGISKLMSENTEGSAQAPQLPRKNDKRDFPKPAINGLPPTPKVLMGACFSK.... The pKd is 6.0. (3) The pKd is 6.0. The target protein (TSSK1B) has sequence MDDAAVLKRRGYLLGINLGEGSYAKVKSAYSERLKFNVAIKIIDRKKAPADFLEKFLPREIEILAMLNHCSIIKTYEIFETSHGKVYIVMELAVQGDLLELIKTRGALHEDEARKKFHQLSLAIKYCHDLDVVHRDLKCDNLLLDKDFNIKLSDFSFSKRCLRDDSGRMALSKTFCGSPAYAAPEVLQGIPYQPKVYDIWSLGVILYIMVCGSMPYDDSNIKKMLRIQKEHRVNFPRSKHLTGECKDLIYHMLQPDVNRRLHIDEILSHCWMQPKARGSPSVAINKEGESSRGTEPLWTPEPGSDKKSATKLEPEGEAQPQAQPETKPEGTAMQMSRQSEILGFPSKPSTMETEEGPPQQPPETRAQ. The drug is COc1cc(Nc2ncc(F)c(Nc3ccc4c(n3)NC(=O)C(C)(C)O4)n2)cc(OC)c1OC.O=S(=O)(O)c1ccccc1. (4) The compound is CS(=O)(=O)N1CCN(Cc2cc3nc(-c4cccc5[nH]ncc45)nc(N4CCOCC4)c3s2)CC1. The target protein (MLK1) has sequence QLTPTNSLKRGGAHHRRCEVALLGCGAVLAATGLGFDLLEAGKCQLLPLEEPEPPAREEKKRREGLFQRSSRPRRSTSPPSRKLFKKEEPMLLLGDPSASLTLLSLSSISECNSTRSLLRSDSDEIVVYEMPVSPVEAPPLSPCTHNPLVNVRVERFKRDPNQSLTPTHVTLTTPSQPSSHRRTPSDGALKPETLLASRSPSSNGLSPSPGAGMLKTPSPSRDPGEFPRLPDPNVVFPPTPRRWNTQQDSTLERPKTLEFLPRPRPSANRQRLDPWWFVSPSHARSTSPANSSSTETPSNLDSCFASSSSTVEERPGLPALLPFQAGPLPPTERTLLDLDAEGQSQDSTVPLCRAELNTHRPAPYEIQQEFWS. The pKd is 5.0. (5) The small molecule is Cn1cnc2c(F)c(Nc3ccc(Br)cc3Cl)c(C(=O)NOCCO)cc21. The target protein (DDR2) has sequence MILIPRMLLVLFLLLPILSSAKAQVNPAICRYPLGMSGGQIPDEDITASSQWSESTAAKYGRLDSEEGDGAWCPEIPVEPDDLKEFLQIDLHTLHFITLVGTQGRHAGGHGIEFAPMYKINYSRDGTRWISWRNRHGKQVLDGNSNPYDIFLKDLEPPIVARFVRFIPVTDHSMNVCMRVELYGCVWLDGLVSYNAPAGQQFVLPGGSIIYLNDSVYDGAVGYSMTEGLGQLTDGVSGLDDFTQTHEYHVWPGYDYVGWRNESATNGYIEIMFEFDRIRNFTTMKVHCNNMFAKGVKIFKEVQCYFRSEASEWEPNAISFPLVLDDVNPSARFVTVPLHHRMASAIKCQYHFADTWMMFSEITFQSDAAMYNNSEALPTSPMAPTTYDPMLKVDDSNTRILIGCLVAIIFILLAIIVIILWRQFWQKMLEKASRRMLDDEMTVSLSLPSDSSMFNNNRSSSPSEQGSNSTYDRIFPLRPDYQEPSRLIRKLPEFAPGEEE.... The pKd is 5.0. (6) The small molecule is Nc1nc(N)c2nc(-c3cccc(O)c3)c(-c3cccc(O)c3)nc2n1. The target protein (BRSK2) has sequence MTSTGKDGGAQHAQYVGPYRLEKTLGKGQTGLVKLGVHCVTCQKVAIKIVNREKLSESVLMKVEREIAILKLIEHPHVLKLHDVYENKKYLYLVLEHVSGGELFDYLVKKGRLTPKEARKFFRQIISALDFCHSHSICHRDLKPENLLLDEKNNIRIADFGMASLQVGDSLLETSCGSPHYACPEVIRGEKYDGRKADVWSCGVILFALLVGALPFDDDNLRQLLEKVKRGVFHMPHFIPPDCQSLLRGMIEVDAARRLTLEHIQKHIWYIGGKNEPEPEQPIPRKVQIRSLPSLEDIDPDVLDSMHSLGCFRDRNKLLQDLLSEEENQEKMIYFLLLDRKERYPSQEDEDLPPRNEIDPPRKRVDSPMLNRHGKRRPERKSMEVLSVTDGGSPVPARRAIEMAQHGQRSRSISGASSGLSTSPLSSPRVTPHPSPRGSPLPTPKGTPVHTPKESPAGTPNPTPPSSPSVGGVPWRARLNSIKNSFLGSPRFHRRKLQVP.... The pKd is 5.9. (7) The target protein (TRKA) has sequence MLRGGRRGQLGWHSWAAGPGSLLAWLILASAGAAPCPDACCPHGSSGLRCTRDGALDSLHHLPGAENLTELYIENQQHLQHLELRDLRGLGELRNLTIVKSGLRFVAPDAFHFTPRLSRLNLSFNALESLSWKTVQGLSLQELVLSGNPLHCSCALRWLQRWEEEGLGGVPEQKLQCHGQGPLAHMPNASCGVPTLKVQVPNASVDVGDDVLLRCQVEGRGLEQAGWILTELEQSATVMKSGGLPSLGLTLANVTSDLNRKNVTCWAENDVGRAEVSVQVNVSFPASVQLHTAVEMHHWCIPFSVDGQPAPSLRWLFNGSVLNETSFIFTEFLEPAANETVRHGCLRLNQPTHVNNGNYTLLAANPFGQASASIMAAFMDNPFEFNPEDPIPDTNSTSGDPVEKKDETPFGVSVAVGLAVFACLFLSTLLLVLNKCGRRNKFGINRPAVLAPEDGLAMSLHFMTLGGSSLSPTEGKGSGLQGHIIENPQYFSDACVHHIK.... The small molecule is Nc1nc(N)c2nc(-c3cccc(O)c3)c(-c3cccc(O)c3)nc2n1. The pKd is 5.0.